Dataset: Forward reaction prediction with 1.9M reactions from USPTO patents (1976-2016). Task: Predict the product of the given reaction. (1) Given the reactants [CH2:1]([O:3][C:4]1[C:9]2[NH:10][C:11](=[O:13])[O:12][C:8]=2[CH:7]=[C:6]([CH2:14][OH:15])[CH:5]=1)[CH3:2], predict the reaction product. The product is: [CH2:1]([O:3][C:4]1[C:9]2[NH:10][C:11](=[O:13])[O:12][C:8]=2[CH:7]=[C:6]([CH:14]=[O:15])[CH:5]=1)[CH3:2]. (2) Given the reactants [NH2:1][C:2]1[N:10]=[CH:9][CH:8]=[CH:7][C:3]=1[C:4]([OH:6])=O.ON1C2C=CC=CC=2N=N1.CCN=C=NCCCN(C)C.[CH2:32]([C:35]1[CH:49]=[CH:48][C:38]([O:39][C:40]2[CH:47]=[CH:46][C:43]([CH2:44][NH2:45])=[CH:42][CH:41]=2)=[CH:37][CH:36]=1)[CH2:33][CH3:34].C(=O)(O)[O-].[Na+], predict the reaction product. The product is: [CH2:32]([C:35]1[CH:49]=[CH:48][C:38]([O:39][C:40]2[CH:47]=[CH:46][C:43]([CH2:44][NH:45][C:4](=[O:6])[C:3]3[CH:7]=[CH:8][CH:9]=[N:10][C:2]=3[NH2:1])=[CH:42][CH:41]=2)=[CH:37][CH:36]=1)[CH2:33][CH3:34]. (3) Given the reactants [CH:1]([C:3]1[CH:8]=[CH:7][CH:6]=[CH:5][C:4]=1B(O)O)=[O:2].[CH3:12][C:13]1[CH:17]=[C:16]([NH:18][S:19]([C:22]2[S:23][C:24](Br)=[CH:25][CH:26]=2)(=[O:21])=[O:20])[O:15][N:14]=1, predict the reaction product. The product is: [CH3:12][C:13]1[CH:17]=[C:16]([NH:18][S:19]([C:22]2[S:23][C:24]([C:4]3[CH:5]=[CH:6][CH:7]=[CH:8][C:3]=3[CH:1]=[O:2])=[CH:25][CH:26]=2)(=[O:21])=[O:20])[O:15][N:14]=1. (4) Given the reactants [CH2:1]([NH:5][C:6]([CH:8]1[CH2:11][C:10]([C:13]2[CH:18]=[CH:17][C:16]([CH2:19][N:20]3[CH2:24][CH2:23][CH2:22][CH2:21]3)=[C:15]([F:25])[CH:14]=2)(O)[CH2:9]1)=[O:7])[CH:2]([CH3:4])[CH3:3].[F:26][C:27]([F:32])([F:31])[C:28]([OH:30])=[O:29], predict the reaction product. The product is: [F:26][C:27]([F:32])([F:31])[C:28]([OH:30])=[O:29].[F:25][C:15]1[CH:14]=[C:13]([C:10]2[CH2:11][CH:8]([C:6]([NH:5][CH2:1][CH:2]([CH3:4])[CH3:3])=[O:7])[CH:9]=2)[CH:18]=[CH:17][C:16]=1[CH2:19][N:20]1[CH2:24][CH2:23][CH2:22][CH2:21]1. (5) Given the reactants [OH:1][C:2]1[CH:12]=[CH:11][C:5]2[N:6]=[C:7]([C:9]#[N:10])[S:8][C:4]=2[CH:3]=1.N[C@@H:14]([C:17]([OH:19])=[O:18])[CH2:15][SH:16], predict the reaction product. The product is: [CH2:15]1[S:16]/[C:9](=[C:7]2/[N:6]=[C:5]3[C:4]([S:8]/2)=[CH:3][C:2](=[O:1])[CH:12]=[CH:11]3)/[NH:10][C@H:14]1[C:17]([OH:19])=[O:18]. (6) Given the reactants [Cl:1][C:2]1[CH:11]=[CH:10][C:5]([CH2:6][CH:7]2[CH2:9][O:8]2)=[CH:4][CH:3]=1.[CH3:12][C:13]1[CH:14]=[CH:15][C:16]([N+:20]([O-:22])=[O:21])=[C:17]([CH:19]=1)[NH2:18].[O-]S(C(F)(F)F)(=O)=O.[Yb+3].[O-]S(C(F)(F)F)(=O)=O.[O-]S(C(F)(F)F)(=O)=O, predict the reaction product. The product is: [Cl:1][C:2]1[CH:11]=[CH:10][C:5]([CH2:6][CH:7]([OH:8])[CH2:9][NH:18][C:17]2[CH:19]=[C:13]([CH3:12])[CH:14]=[CH:15][C:16]=2[N+:20]([O-:22])=[O:21])=[CH:4][CH:3]=1. (7) Given the reactants [CH2:1]([O:8][C:9]1[C:13]([CH:14]=O)=[CH:12][N:11]([C:16]2[CH:21]=[CH:20][CH:19]=[CH:18][CH:17]=2)[N:10]=1)[C:2]1[CH:7]=[CH:6][CH:5]=[CH:4][CH:3]=1.[S:22]1[CH2:26][C:25](=[O:27])[NH:24][C:23]1=[O:28].N1CCCCC1, predict the reaction product. The product is: [CH2:1]([O:8][C:9]1[C:13](/[CH:14]=[C:26]2/[C:25](=[O:27])[NH:24][C:23](=[O:28])[S:22]/2)=[CH:12][N:11]([C:16]2[CH:21]=[CH:20][CH:19]=[CH:18][CH:17]=2)[N:10]=1)[C:2]1[CH:7]=[CH:6][CH:5]=[CH:4][CH:3]=1.